The task is: Predict the reactants needed to synthesize the given product.. This data is from Full USPTO retrosynthesis dataset with 1.9M reactions from patents (1976-2016). (1) The reactants are: F[C:2]1[CH:7]=[CH:6][C:5]([C:8]2[C:13]3[O:14][C:15]4[CH:20]=[CH:19][CH:18]=[CH:17][C:16]=4[C:12]=3[CH:11]=[CH:10][CH:9]=2)=[CH:4][CH:3]=1.[Br:21][C:22]1[CH:23]=[CH:24][C:25]2[NH:26][C:27]3[C:32]([C:33]=2[CH:34]=1)=[CH:31][CH:30]=[CH:29][CH:28]=3.[OH-].[Na+]. Given the product [Br:21][C:22]1[CH:23]=[CH:24][C:25]2[N:26]([C:2]3[CH:7]=[CH:6][C:5]([C:8]4[C:13]5[O:14][C:15]6[CH:20]=[CH:19][CH:18]=[CH:17][C:16]=6[C:12]=5[CH:11]=[CH:10][CH:9]=4)=[CH:4][CH:3]=3)[C:27]3[C:32]([C:33]=2[CH:34]=1)=[CH:31][CH:30]=[CH:29][CH:28]=3, predict the reactants needed to synthesize it. (2) Given the product [NH2:16][C:15]1[C:4]2[CH:3]=[C:2]([Cl:1])[CH:14]=[CH:13][C:5]=2[O:6][C:7]=1[C:8]([O:10][CH2:11][CH3:12])=[O:9], predict the reactants needed to synthesize it. The reactants are: [Cl:1][C:2]1[CH:14]=[CH:13][C:5]([O:6][CH2:7][C:8]([O:10][CH2:11][CH3:12])=[O:9])=[C:4]([C:15]#[N:16])[CH:3]=1.CC(C)([O-])C.[K+].O.C(O)(=O)C. (3) Given the product [OH:8][C:9]1[CH:14]=[C:13]([OH:15])[C:12]([CH:23]([CH3:25])[CH3:24])=[CH:11][C:10]=1[C:26]1[N:27]([N:32]2[CH2:33][CH2:34][CH2:35][CH2:36][CH2:37]2)[C:28](=[O:46])[NH:29][N:30]=1, predict the reactants needed to synthesize it. The reactants are: C([O:8][C:9]1[CH:14]=[C:13]([O:15]CC2C=CC=CC=2)[C:12]([CH:23]([CH3:25])[CH3:24])=[CH:11][C:10]=1[C:26]1[N:27]([N:32]2[CH2:37][CH2:36][CH2:35][CH2:34][CH2:33]2)[C:28](=S)[NH:29][N:30]=1)C1C=CC=CC=1.C(Cl)Cl.B(Cl)(Cl)Cl.C(=O)([O-])[OH:46].[Na+]. (4) Given the product [Cl:1][C:2]1[CH:3]=[CH:4][C:5]([N:15]2[CH2:16][CH2:22][CH2:13][CH2:12]2)=[CH:6][CH:7]=1, predict the reactants needed to synthesize it. The reactants are: [Cl:1][C:2]1[CH:7]=[CH:6][C:5](C=CC=O)=[CH:4][CH:3]=1.[C:12]([NH:15][CH:16]([C:22](OCC)=O)C(OCC)=O)(=O)[CH3:13].[O-]CC.[Na+].ON1CCCC1.C([SiH](CC)CC)C.FC(F)(F)C(O)=O.